This data is from Full USPTO retrosynthesis dataset with 1.9M reactions from patents (1976-2016). The task is: Predict the reactants needed to synthesize the given product. (1) Given the product [C:33]([O:37][C:38]([N:40]1[CH2:45][CH2:44][CH:43]([CH2:46][CH2:47][N:48]2[CH2:20][C:16]3[N:15]4[C:11](=[CH:12][N:13]=[C:14]4[CH:19]=[CH:18][CH:17]=3)[C:6]2=[O:8])[CH2:42][CH2:41]1)=[O:39])([CH3:36])([CH3:35])[CH3:34], predict the reactants needed to synthesize it. The reactants are: S(O)(O)(=O)=O.[C:6]([C:11]1[N:15]2[C:16]([CH2:20]Cl)=[CH:17][CH:18]=[CH:19][C:14]2=[N:13][CH:12]=1)([O:8]CC)=O.C1CCN2C(=NCCC2)CC1.[C:33]([O:37][C:38]([N:40]1[CH2:45][CH2:44][CH:43]([CH2:46][CH2:47][NH2:48])[CH2:42][CH2:41]1)=[O:39])([CH3:36])([CH3:35])[CH3:34].[I-].[Na+]. (2) The reactants are: [Cl:1][C:2]1[CH:10]=[C:9]([C:11]([F:14])([F:13])[F:12])[CH:8]=[CH:7][C:3]=1[C:4]([OH:6])=O.C([O:17][C:18](=[O:40])[C:19]([O:22][C:23]1[CH:28]=[CH:27][C:26]([O:29][C:30]2[CH:35]=[CH:34][CH:33]=[C:32]([CH2:36][NH2:37])[CH:31]=2)=[CH:25][C:24]=1[CH2:38]C)([CH3:21])[CH3:20])C. Given the product [Cl:1][C:2]1[CH:10]=[C:9]([C:11]([F:14])([F:13])[F:12])[CH:8]=[CH:7][C:3]=1[C:4]([NH:37][CH2:36][C:32]1[CH:31]=[C:30]([CH:35]=[CH:34][CH:33]=1)[O:29][C:26]1[CH:27]=[CH:28][C:23]([O:22][C:19]([CH3:21])([CH3:20])[C:18]([OH:40])=[O:17])=[C:24]([CH3:38])[CH:25]=1)=[O:6], predict the reactants needed to synthesize it. (3) Given the product [CH2:31]([N:38]1[CH2:46][C@@H:45]2[C@H:40]([C@H:41]([C:47]3[CH:52]=[CH:51][CH:50]=[CH:49][C:48]=3[CH3:22])[N:42]([C:16]([N:15]([C@@H:13]([C:5]3[CH:4]=[C:3]([C:2]([F:21])([F:20])[F:1])[CH:8]=[C:7]([C:9]([F:12])([F:11])[F:10])[CH:6]=3)[CH3:14])[CH3:19])=[O:17])[CH2:43][CH2:44]2)[CH2:39]1)[C:32]1[CH:37]=[CH:36][CH:35]=[CH:34][CH:33]=1, predict the reactants needed to synthesize it. The reactants are: [F:1][C:2]([F:21])([F:20])[C:3]1[CH:4]=[C:5]([C@H:13]([N:15]([CH3:19])[C:16](Cl)=[O:17])[CH3:14])[CH:6]=[C:7]([C:9]([F:12])([F:11])[F:10])[CH:8]=1.[CH:22](N(CC)C(C)C)(C)C.[CH2:31]([N:38]1[CH2:46][CH:45]2[CH:40]([CH:41]([C:47]3[CH:52]=[CH:51][C:50](F)=[CH:49][CH:48]=3)[NH:42][CH2:43][CH2:44]2)[CH2:39]1)[C:32]1[CH:37]=[CH:36][CH:35]=[CH:34][CH:33]=1. (4) Given the product [F:13][C:14]([F:21])([F:20])[C:15]([NH:17][CH2:18][C:8]1[C:9]([O:11][CH3:12])=[CH:10][C:2]([Cl:1])=[C:3]([CH:7]=1)[C:4]([OH:6])=[O:5])=[O:16], predict the reactants needed to synthesize it. The reactants are: [Cl:1][C:2]1[CH:10]=[C:9]([O:11][CH3:12])[CH:8]=[CH:7][C:3]=1[C:4]([OH:6])=[O:5].[F:13][C:14]([F:21])([F:20])[C:15]([NH:17][CH2:18]O)=[O:16].OS(O)(=O)=O. (5) Given the product [O:4]([C:11]1[CH:12]=[C:13]([CH:31]=[CH:32][CH:33]=1)[CH2:14][O:15][C:16]12[CH2:22][C:19]([CH2:23][CH:24]3[CH2:26][CH:25]3[C:27]([OH:29])=[O:28])([CH2:18][CH2:17]1)[CH2:20][CH2:21]2)[C:5]1[CH:6]=[CH:7][CH:8]=[CH:9][CH:10]=1, predict the reactants needed to synthesize it. The reactants are: O[Li].O.[O:4]([C:11]1[CH:12]=[C:13]([CH:31]=[CH:32][CH:33]=1)[CH2:14][O:15][C:16]12[CH2:22][C:19]([CH2:23][CH:24]3[CH2:26][CH:25]3[C:27]([O:29]C)=[O:28])([CH2:20][CH2:21]1)[CH2:18][CH2:17]2)[C:5]1[CH:10]=[CH:9][CH:8]=[CH:7][CH:6]=1.Cl. (6) Given the product [F:12][C:13]1[CH:14]=[C:15]([CH:17]=[CH:18][CH:19]=1)[NH:16][CH2:10][C:3]1[C:4]([CH3:9])([CH3:8])[CH2:5][CH2:6][CH2:7][C:2]=1[CH3:1], predict the reactants needed to synthesize it. The reactants are: [CH3:1][C:2]1[CH2:7][CH2:6][CH2:5][C:4]([CH3:9])([CH3:8])[C:3]=1[CH:10]=O.[F:12][C:13]1[CH:14]=[C:15]([CH:17]=[CH:18][CH:19]=1)[NH2:16].C(O)(=O)C.C([BH3-])#N.[Na+]. (7) Given the product [Cl:1][C:2]1[CH:15]=[CH:14][CH:13]=[CH:12][C:3]=1[CH2:4][NH:5][C:6]1[S:7][C:8](=[CH:35][C:32]2[CH:31]=[CH:30][C:29]3[C:34](=[C:25]([O:24][CH:21]([CH3:23])[CH3:22])[CH:26]=[CH:27][N:28]=3)[N:33]=2)[C:9](=[O:11])[N:10]=1, predict the reactants needed to synthesize it. The reactants are: [Cl:1][C:2]1[CH:15]=[CH:14][CH:13]=[CH:12][C:3]=1[CH2:4][NH:5][C:6]1[S:7][CH2:8][C:9](=[O:11])[N:10]=1.C(O[Na])(C)=O.[CH:21]([O:24][C:25]1[CH:26]=[CH:27][N:28]=[C:29]2[C:34]=1[N:33]=[C:32]([CH:35]=O)[CH:31]=[CH:30]2)([CH3:23])[CH3:22]. (8) Given the product [C:28]([N:5]1[C:6]2[C:11](=[CH:10][C:9]([O:26][CH3:27])=[CH:8][CH:7]=2)[C@H:12]([NH:15][C:16](=[O:25])[O:17][CH2:18][C:19]2[CH:24]=[CH:23][CH:22]=[CH:21][CH:20]=2)[C@@H:13]([CH3:14])[C@@H:4]1[CH:1]1[CH2:3][CH2:2]1)(=[O:30])[CH3:29], predict the reactants needed to synthesize it. The reactants are: [CH:1]1([C@H:4]2[C@H:13]([CH3:14])[C@@H:12]([NH:15][C:16](=[O:25])[O:17][CH2:18][C:19]3[CH:24]=[CH:23][CH:22]=[CH:21][CH:20]=3)[C:11]3[C:6](=[CH:7][CH:8]=[C:9]([O:26][CH3:27])[CH:10]=3)[NH:5]2)[CH2:3][CH2:2]1.[C:28](Cl)(=[O:30])[CH3:29].CCN(C(C)C)C(C)C.C([O-])(O)=O.[Na+].